This data is from Forward reaction prediction with 1.9M reactions from USPTO patents (1976-2016). The task is: Predict the product of the given reaction. (1) Given the reactants Br[C:2]1[CH:7]=[CH:6][N:5]=[N:4][C:3]=1[C:8]1[CH:9]=[C:10]2[C:14](=[CH:15][CH:16]=1)[NH:13][CH:12]=[C:11]2[CH:17]=[O:18].[OH:19][C:20]1[CH:25]=[CH:24][CH:23]=[CH:22][C:21]=1B(O)O, predict the reaction product. The product is: [OH:19][C:20]1[CH:25]=[CH:24][CH:23]=[CH:22][C:21]=1[C:6]1[N:5]=[N:4][C:3]([C:8]2[CH:9]=[C:10]3[C:14](=[CH:15][CH:16]=2)[NH:13][CH:12]=[C:11]3[CH:17]=[O:18])=[CH:2][CH:7]=1. (2) Given the reactants [F:1][C:2]([F:15])([F:14])[C:3]1[CH:13]=[CH:12][C:6]([CH:7]=[CH:8][C:9]([OH:11])=[O:10])=[CH:5][CH:4]=1, predict the reaction product. The product is: [F:1][C:2]([F:14])([F:15])[C:3]1[CH:4]=[CH:5][C:6]([CH2:7][CH2:8][C:9]([OH:11])=[O:10])=[CH:12][CH:13]=1. (3) Given the reactants C(#N)C.C([O:8]N=O)(C)(C)C.[Cl:11][C:12]1[CH:13]=[C:14]([CH:16]=[CH:17][CH:18]=1)N.[ClH:19].[CH2:20]1[CH2:30][CH2:29]N2C(=NCCC2)[CH2:22][CH2:21]1, predict the reaction product. The product is: [Cl:19][CH:21]([C:20](=[O:8])[CH2:30][CH3:29])[CH2:22][C:14]1[CH:16]=[CH:17][CH:18]=[C:12]([Cl:11])[CH:13]=1. (4) Given the reactants [S:1]1[C:5]2[CH:6]=[CH:7][CH:8]=[CH:9][C:4]=2[N:3]=[C:2]1[NH:10][C:11]([C:13]1[CH:14]=[CH:15][CH:16]=[C:17]2[C:22]=1[CH2:21][N:20]([C:23]1[N:28]=[C:27]([C:29]([O:31][C:32]([CH3:35])([CH3:34])[CH3:33])=[O:30])[C:26](Br)=[CH:25][CH:24]=1)[CH2:19][CH2:18]2)=[O:12].C1(P(C2CCCCC2)C2C=CC=CC=2C2C(OC)=CC=CC=2OC)CCCCC1.[Br-].[O:67]1[CH2:71][CH2:70][O:69][CH:68]1[CH2:72][CH2:73][Zn+], predict the reaction product. The product is: [O:67]1[CH2:71][CH2:70][O:69][CH:68]1[CH2:72][CH2:73][C:26]1[C:27]([C:29]([O:31][C:32]([CH3:35])([CH3:34])[CH3:33])=[O:30])=[N:28][C:23]([N:20]2[CH2:19][CH2:18][C:17]3[C:22](=[C:13]([C:11](=[O:12])[NH:10][C:2]4[S:1][C:5]5[CH:6]=[CH:7][CH:8]=[CH:9][C:4]=5[N:3]=4)[CH:14]=[CH:15][CH:16]=3)[CH2:21]2)=[CH:24][CH:25]=1. (5) Given the reactants C([O:3][C:4](=[O:33])[CH2:5][S:6][C:7]1[S:11][C:10]([NH:12][C:13]([N:15](CC2CCCC2)[C:16]2[CH:26]=[CH:25][C:19]3[O:20][C:21]([F:24])([F:23])[O:22][C:18]=3[CH:17]=2)=[O:14])=[N:9][CH:8]=1)C.[CH:34]1(CN(C2C=CC(S(C)(=O)=O)=CC=2)C(=O)NC2SC=C(CC(O)=O)N=2)[CH2:38][CH2:37][CH2:36][CH2:35]1.F[C:64]1(F)OC2C=CC(NCC3CCCCC3)=CC=2O1.C(OC(=O)CSC1SC(N)=NC=1)C, predict the reaction product. The product is: [CH:34]1([N:15]([C:16]2[CH:26]=[CH:25][C:19]3[O:20][C:21]([F:24])([F:23])[O:22][C:18]=3[CH:17]=2)[C:13](=[O:14])[N:12]([CH3:64])[C:10]2[S:11][C:7]([S:6][CH2:5][C:4]([OH:3])=[O:33])=[CH:8][N:9]=2)[CH2:38][CH2:37][CH2:36][CH2:35]1.